This data is from Full USPTO retrosynthesis dataset with 1.9M reactions from patents (1976-2016). The task is: Predict the reactants needed to synthesize the given product. (1) Given the product [F:50][C:48]1[CH:49]=[C:44]([NH:43][C:41](=[O:42])[CH2:40][C:38]2[NH:37][N:36]=[C:35]([NH:34][C:28]3[C:27]4[C:32](=[CH:33][C:24]([O:23][CH2:22][CH2:21][CH2:20][N:16]5[CH2:17][CH2:18][CH2:19][C@H:15]5[CH2:14][OH:13])=[C:25]([O:52][CH3:53])[CH:26]=4)[N:31]=[CH:30][N:29]=3)[CH:39]=2)[CH:45]=[C:46]([F:51])[CH:47]=1, predict the reactants needed to synthesize it. The reactants are: P([O:13][CH2:14][C@@H:15]1[CH2:19][CH2:18][CH2:17][N:16]1[CH2:20][CH2:21][CH2:22][O:23][C:24]1[CH:33]=[C:32]2[C:27]([C:28]([NH:34][C:35]3[CH:39]=[C:38]([CH2:40][C:41]([NH:43][C:44]4[CH:49]=[C:48]([F:50])[CH:47]=[C:46]([F:51])[CH:45]=4)=[O:42])[NH:37][N:36]=3)=[N:29][CH:30]=[N:31]2)=[CH:26][C:25]=1[O:52][CH3:53])(OC(C)(C)C)(OC(C)(C)C)=O.N1CCC[C@H]1CO. (2) Given the product [C:1]1([S:7]([CH2:10][C:11]2[O:17][C:15]([CH3:16])=[N:14][N:13]=2)(=[O:8])=[O:9])[CH:2]=[CH:3][CH:4]=[CH:5][CH:6]=1, predict the reactants needed to synthesize it. The reactants are: [C:1]1([S:7]([CH2:10][C:11]([NH:13][NH:14][C:15](=[O:17])[CH3:16])=O)(=[O:9])=[O:8])[CH:6]=[CH:5][CH:4]=[CH:3][CH:2]=1.P(Cl)(Cl)(Cl)=O. (3) Given the product [O:12]=[C:10]1[CH2:9][N:8]([C:1]([O:3][C:4]([CH3:7])([CH3:6])[CH3:5])=[O:2])[CH2:11][C:16]([C:17]2[CH:22]=[CH:21][CH:20]=[CH:19][CH:18]=2)=[C:15]1[Si:14]([CH3:23])([CH3:13])[CH3:24], predict the reactants needed to synthesize it. The reactants are: [C:1]([N:8]1[CH2:11][C:10](=[O:12])[CH2:9]1)([O:3][C:4]([CH3:7])([CH3:6])[CH3:5])=[O:2].[CH3:13][Si:14]([CH3:24])([CH3:23])[C:15]#[C:16][C:17]1[CH:22]=[CH:21][CH:20]=[CH:19][CH:18]=1. (4) Given the product [CH:1]([C:4]1[CH:8]=[C:7]([C:9]2[CH:22]=[CH:21][C:12]([O:13][CH2:14][CH2:15][NH:16][S:17]([CH3:20])(=[O:18])=[O:19])=[CH:11][CH:10]=2)[N:6]([C:23]2[CH:24]=[N:25][C:26]([O:29][CH3:30])=[CH:27][CH:28]=2)[N:5]=1)([CH3:3])[CH3:2], predict the reactants needed to synthesize it. The reactants are: [C:1]([C:4]1[CH:8]=[C:7]([C:9]2[CH:22]=[CH:21][C:12]([O:13][CH2:14][CH2:15][NH:16][S:17]([CH3:20])(=[O:19])=[O:18])=[CH:11][CH:10]=2)[N:6]([C:23]2[CH:24]=[N:25][C:26]([O:29][CH3:30])=[CH:27][CH:28]=2)[N:5]=1)([CH3:3])=[CH2:2]. (5) Given the product [C:27]([O:26][C:24](=[O:25])[NH:23][CH2:22][C:19]1[NH:18][C:17]([C:15]([O:14][CH2:12][CH3:13])=[O:16])=[CH:21][CH:20]=1)([CH3:30])([CH3:29])[CH3:28], predict the reactants needed to synthesize it. The reactants are: C([O-])([O-])=O.[Na+].[Na+].C([O-])(O)=O.[Na+].[CH2:12]([O:14][C:15]([C:17]1[NH:18][C:19]([CH2:22][NH2:23])=[CH:20][CH:21]=1)=[O:16])[CH3:13].[C:24](O[C:24]([O:26][C:27]([CH3:30])([CH3:29])[CH3:28])=[O:25])([O:26][C:27]([CH3:30])([CH3:29])[CH3:28])=[O:25].Cl. (6) Given the product [CH:29]1([CH:21]([C:18]2[CH:19]=[CH:20][C:15]([CH2:14][N:5]3[C:1](=[O:11])[C:2]4[C:3](=[CH:7][CH:8]=[CH:9][CH:10]=4)[C:4]3=[O:6])=[CH:16][CH:17]=2)[C:22]([O:24][C:25]([CH3:26])([CH3:28])[CH3:27])=[O:23])[CH2:33][CH2:32][CH2:31][CH2:30]1, predict the reactants needed to synthesize it. The reactants are: [C:1]1(=[O:11])[NH:5][C:4](=[O:6])[C:3]2=[CH:7][CH:8]=[CH:9][CH:10]=[C:2]12.[K].Br[CH2:14][C:15]1[CH:20]=[CH:19][C:18]([CH:21]([CH:29]2[CH2:33][CH2:32][CH2:31][CH2:30]2)[C:22]([O:24][C:25]([CH3:28])([CH3:27])[CH3:26])=[O:23])=[CH:17][CH:16]=1. (7) Given the product [C:8]1([S:14]([NH:18][C:19]2[CH:28]=[CH:27][C:26]3[NH:25][C:24](=[O:29])[C:23]4[NH:30][CH:31]=[CH:32][C:22]=4[C:21]=3[CH:20]=2)(=[O:16])=[O:15])[CH:13]=[CH:12][CH:11]=[CH:10][CH:9]=1.[CH2:33]([C:35]([O-:37])=[O:36])[CH3:34], predict the reactants needed to synthesize it. The reactants are: C(N(CC)CC)C.[C:8]1([S:14](Cl)(=[O:16])=[O:15])[CH:13]=[CH:12][CH:11]=[CH:10][CH:9]=1.[NH2:18][C:19]1[CH:28]=[CH:27][C:26]2[NH:25][C:24](=[O:29])[C:23]3[NH:30][CH:31]=[CH:32][C:22]=3[C:21]=2[CH:20]=1.[CH2:33]([C:35]([O-:37])=[O:36])[CH3:34]. (8) Given the product [CH2:1]([CH:4]1[N:8]([C:18](=[O:21])[CH:19]=[CH2:20])[C:7]([CH3:10])([CH3:9])[CH2:6][CH2:5]1)[CH:2]=[CH2:3], predict the reactants needed to synthesize it. The reactants are: [CH2:1]([CH:4]1[NH:8][C:7]([CH3:10])([CH3:9])[CH2:6][CH2:5]1)[CH:2]=[CH2:3].C(N(CC)CC)C.[C:18](Cl)(=[O:21])[CH:19]=[CH2:20].C([O-])(O)=O.[Na+].